From a dataset of Full USPTO retrosynthesis dataset with 1.9M reactions from patents (1976-2016). Predict the reactants needed to synthesize the given product. (1) Given the product [O:28]([C:25]1[CH:26]=[CH:27][C:22]([O:21][C:19]2[CH:18]=[CH:17][N:16]=[C:15]3[NH:14][N:13]=[C:12]([NH:11][C@@H:8]4[CH2:9][CH2:10][N:6]([C:2](/[C:3](=[CH:41]/[C:36]5[CH:37]=[CH:38][CH:39]=[CH:40][N:35]=5)/[C:4]#[N:5])=[O:1])[CH2:7]4)[C:20]=23)=[CH:23][CH:24]=1)[C:29]1[CH:34]=[CH:33][CH:32]=[CH:31][CH:30]=1, predict the reactants needed to synthesize it. The reactants are: [O:1]=[C:2]([N:6]1[CH2:10][CH2:9][C@@H:8]([NH:11][C:12]2[C:20]3[C:15](=[N:16][CH:17]=[CH:18][C:19]=3[O:21][C:22]3[CH:27]=[CH:26][C:25]([O:28][C:29]4[CH:34]=[CH:33][CH:32]=[CH:31][CH:30]=4)=[CH:24][CH:23]=3)[NH:14][N:13]=2)[CH2:7]1)[CH2:3][C:4]#[N:5].[N:35]1[CH:40]=[CH:39][CH:38]=[CH:37][C:36]=1[CH:41]=O. (2) Given the product [Cl:49][C:50]1[CH:51]=[C:52]([NH:53][C:22](=[O:23])[CH2:21][O:20][C:19]2[CH:18]=[CH:17][C:16]([O:15][C:6]3[C:5]4[C:10](=[CH:11][C:12]([O:13][CH3:14])=[C:3]([O:2][CH3:1])[CH:4]=4)[N:9]=[CH:8][CH:7]=3)=[CH:26][CH:25]=2)[CH:54]=[CH:55][CH:56]=1, predict the reactants needed to synthesize it. The reactants are: [CH3:1][O:2][C:3]1[CH:4]=[C:5]2[C:10](=[CH:11][C:12]=1[O:13][CH3:14])[N:9]=[CH:8][CH:7]=[C:6]2[O:15][C:16]1[CH:26]=[CH:25][C:19]([O:20][CH2:21][C:22](O)=[O:23])=[CH:18][CH:17]=1.CCN=C=NCCCN(C)C.Cl.C1C=CC2N(O)N=NC=2C=1.[Cl:49][C:50]1[CH:51]=[C:52]([CH:54]=[CH:55][CH:56]=1)[NH2:53].C(=O)([O-])O.[Na+]. (3) Given the product [CH3:23][O:20][C:16]1[C:14]2[N:15]=[C:11]([CH2:10][CH2:9][C:8]#[C:7][C:2]3[CH:3]=[CH:4][CH:5]=[CH:6][N:1]=3)[O:12][C:13]=2[CH:19]=[CH:18][CH:17]=1, predict the reactants needed to synthesize it. The reactants are: [N:1]1[CH:6]=[CH:5][CH:4]=[CH:3][C:2]=1[C:7]#[C:8][CH2:9][CH2:10][C:11]1[O:12][C:13]2[C:14](=[C:16]([OH:20])[CH:17]=[CH:18][CH:19]=2)[N:15]=1.CI.[C:23]([O-])([O-])=O.[K+].[K+].